Dataset: Reaction yield outcomes from USPTO patents with 853,638 reactions. Task: Predict the reaction yield, written as a fraction of the theoretical maximum amount of product (1.0 means a 100% yield; for example, 0.34 means a 34% yield). (1) The yield is 0.970. The reactants are [CH3:1][O:2][CH2:3][C:4]1[CH:5]=[C:6]([N+:10]([O-])=O)[CH:7]=[CH:8][CH:9]=1.[F:13][C:14]([F:27])([O:18][C:19]1[CH:20]=[C:21]([CH:24]=[CH:25][CH:26]=1)[CH:22]=O)[CH:15]([F:17])[F:16].C(O)(=O)C.[BH-](OC(C)=O)(OC(C)=O)OC(C)=O.[Na+].[F:46][C:47]([F:52])([F:51])[CH:48]1[O:50][CH2:49]1. The product is [CH3:1][O:2][CH2:3][C:4]1[CH:5]=[C:6]([N:10]([CH2:22][C:21]2[CH:24]=[CH:25][CH:26]=[C:19]([O:18][C:14]([F:27])([F:13])[CH:15]([F:17])[F:16])[CH:20]=2)[CH2:49][CH:48]([OH:50])[C:47]([F:52])([F:51])[F:46])[CH:7]=[CH:8][CH:9]=1. The catalyst is ClC(Cl)C.C(#N)C.FC(F)(F)S([O-])(=O)=O.[Yb+3].FC(F)(F)S([O-])(=O)=O.FC(F)(F)S([O-])(=O)=O. (2) The catalyst is CO. The reactants are [CH3:1][C:2]1([CH3:50])[CH2:13][C:12]2[CH:11]=[C:10]3[N:5]([CH2:6][CH2:7][N:8]([C:15]4[C:20]([CH:21]=[O:22])=[C:19]([C:23]5[CH:28]=[C:27]([NH:29][C:30]6[CH:35]=[CH:34][C:33]([N:36]7[CH2:41][CH2:40][N:39]([CH:42]8[CH2:45][O:44][CH2:43]8)[CH2:38][C@@H:37]7[CH2:46][CH3:47])=[CH:32][N:31]=6)[C:26](=[O:48])[N:25]([CH3:49])[CH:24]=5)[CH:18]=[CH:17][N:16]=4)[C:9]3=[O:14])[C:4]=2[CH2:3]1.[BH4-].[Na+]. The product is [CH2:46]([C@H:37]1[CH2:38][N:39]([CH:42]2[CH2:43][O:44][CH2:45]2)[CH2:40][CH2:41][N:36]1[C:33]1[CH:34]=[CH:35][C:30]([NH:29][C:27]2[C:26](=[O:48])[N:25]([CH3:49])[CH:24]=[C:23]([C:19]3[CH:18]=[CH:17][N:16]=[C:15]([N:8]4[CH2:7][CH2:6][N:5]5[C:4]6[CH2:3][C:2]([CH3:50])([CH3:1])[CH2:13][C:12]=6[CH:11]=[C:10]5[C:9]4=[O:14])[C:20]=3[CH2:21][OH:22])[CH:28]=2)=[N:31][CH:32]=1)[CH3:47]. The yield is 0.720.